Dataset: Forward reaction prediction with 1.9M reactions from USPTO patents (1976-2016). Task: Predict the product of the given reaction. (1) Given the reactants [CH2:1]([O:8][C:9]1[C:14](=[O:15])[CH:13]=[CH:12][N:11]([CH3:16])[C:10]=1[CH:17]([OH:22])[C:18]([F:21])([F:20])[F:19])[C:2]1[CH:7]=[CH:6][CH:5]=[CH:4][CH:3]=1.CCN(CC)CC.[CH3:30][S:31](Cl)(=[O:33])=[O:32], predict the reaction product. The product is: [CH2:1]([O:8][C:9]1[C:14](=[O:15])[CH:13]=[CH:12][N:11]([CH3:16])[C:10]=1[CH:17]([O:22][S:31]([CH3:30])(=[O:33])=[O:32])[C:18]([F:20])([F:21])[F:19])[C:2]1[CH:3]=[CH:4][CH:5]=[CH:6][CH:7]=1. (2) Given the reactants [Br:1][C:2]1[CH:3]=[CH:4][C:5]([OH:11])=[C:6]([C:8](=[O:10])[CH3:9])[CH:7]=1.C([O-])([O-])=O.[K+].[K+].[I-].[K+].Br[CH2:21][CH2:22][NH:23][C:24](=[O:30])[O:25][C:26]([CH3:29])([CH3:28])[CH3:27], predict the reaction product. The product is: [C:8]([C:6]1[CH:7]=[C:2]([Br:1])[CH:3]=[CH:4][C:5]=1[O:11][CH2:21][CH2:22][NH:23][C:24](=[O:30])[O:25][C:26]([CH3:29])([CH3:28])[CH3:27])(=[O:10])[CH3:9]. (3) Given the reactants Br[C:2]1[CH:3]=[C:4]2[C:9](=[CH:10][CH:11]=1)[N:8](C(=O)C(F)(F)F)[C@@H:7]([CH3:18])[CH2:6][N:5]2[C:19]([C:21]1[O:22][CH:23]=[CH:24][CH:25]=1)=[O:20].[CH3:26][S:27]([C:30]1[CH:35]=[CH:34][C:33](B(O)O)=[CH:32][CH:31]=1)(=[O:29])=[O:28].C(=O)(O)[O-].[Na+].O, predict the reaction product. The product is: [O:22]1[CH:23]=[CH:24][CH:25]=[C:21]1[C:19]([N:5]1[C:4]2[C:9](=[CH:10][CH:11]=[C:2]([C:33]3[CH:34]=[CH:35][C:30]([S:27]([CH3:26])(=[O:29])=[O:28])=[CH:31][CH:32]=3)[CH:3]=2)[NH:8][C@@H:7]([CH3:18])[CH2:6]1)=[O:20]. (4) Given the reactants [CH3:1][S:2](Cl)(=[O:4])=[O:3].[F:6][C:7]([F:36])([F:35])[C:8]1[CH:9]=[C:10]([CH:28]=[C:29]([C:31]([F:34])([F:33])[F:32])[CH:30]=1)[C:11]([N:13]1[CH2:17][C@@:16]([CH2:25][CH2:26][OH:27])([C:18]2[CH:23]=[CH:22][C:21]([F:24])=[CH:20][CH:19]=2)[O:15][CH2:14]1)=[O:12].C(N(CC)CC)C, predict the reaction product. The product is: [CH3:1][S:2]([O:27][CH2:26][CH2:25][C@:16]1([C:18]2[CH:19]=[CH:20][C:21]([F:24])=[CH:22][CH:23]=2)[O:15][CH2:14][N:13]([C:11](=[O:12])[C:10]2[CH:28]=[C:29]([C:31]([F:34])([F:33])[F:32])[CH:30]=[C:8]([C:7]([F:35])([F:6])[F:36])[CH:9]=2)[CH2:17]1)(=[O:4])=[O:3]. (5) Given the reactants C([O:3][C:4](=[O:30])[C:5]([CH3:29])([CH3:28])[CH2:6][CH2:7][CH2:8][CH2:9][CH2:10][CH:11]([C:21]1[CH:26]=[CH:25][CH:24]=[CH:23][C:22]=1[Cl:27])[N:12]1[CH2:17][CH2:16][C:15]2[O:18][CH:19]=[CH:20][C:14]=2[CH2:13]1)C.C(O)C.[OH-].[Na+], predict the reaction product. The product is: [Cl:27][C:22]1[CH:23]=[CH:24][CH:25]=[CH:26][C:21]=1[CH:11]([N:12]1[CH2:17][CH2:16][C:15]2[O:18][CH:19]=[CH:20][C:14]=2[CH2:13]1)[CH2:10][CH2:9][CH2:8][CH2:7][CH2:6][C:5]([CH3:29])([CH3:28])[C:4]([OH:30])=[O:3].